From a dataset of NCI-60 drug combinations with 297,098 pairs across 59 cell lines. Regression. Given two drug SMILES strings and cell line genomic features, predict the synergy score measuring deviation from expected non-interaction effect. (1) Drug 1: CCN(CC)CCNC(=O)C1=C(NC(=C1C)C=C2C3=C(C=CC(=C3)F)NC2=O)C. Drug 2: CC(C)NC(=O)C1=CC=C(C=C1)CNNC.Cl. Cell line: NCI-H460. Synergy scores: CSS=1.04, Synergy_ZIP=-0.764, Synergy_Bliss=-3.06, Synergy_Loewe=0.267, Synergy_HSA=-6.50. (2) Drug 1: C1=CC(=CC=C1CCC2=CNC3=C2C(=O)NC(=N3)N)C(=O)NC(CCC(=O)O)C(=O)O. Drug 2: C1CCC(CC1)NC(=O)N(CCCl)N=O. Cell line: MALME-3M. Synergy scores: CSS=16.6, Synergy_ZIP=-4.63, Synergy_Bliss=-0.735, Synergy_Loewe=-1.50, Synergy_HSA=-0.147. (3) Drug 1: C1=NC(=NC(=O)N1C2C(C(C(O2)CO)O)O)N. Drug 2: CC12CCC3C(C1CCC2OP(=O)(O)O)CCC4=C3C=CC(=C4)OC(=O)N(CCCl)CCCl.[Na+]. Cell line: OVCAR-4. Synergy scores: CSS=39.6, Synergy_ZIP=-5.25, Synergy_Bliss=3.83, Synergy_Loewe=-23.3, Synergy_HSA=5.20. (4) Synergy scores: CSS=-0.617, Synergy_ZIP=-2.19, Synergy_Bliss=-1.62, Synergy_Loewe=-9.57, Synergy_HSA=-2.47. Drug 1: CC(C1=C(C=CC(=C1Cl)F)Cl)OC2=C(N=CC(=C2)C3=CN(N=C3)C4CCNCC4)N. Cell line: UACC-257. Drug 2: CN(CC1=CN=C2C(=N1)C(=NC(=N2)N)N)C3=CC=C(C=C3)C(=O)NC(CCC(=O)O)C(=O)O.